From a dataset of Reaction yield outcomes from USPTO patents with 853,638 reactions. Predict the reaction yield, written as a fraction of the theoretical maximum amount of product (1.0 means a 100% yield; for example, 0.34 means a 34% yield). (1) The reactants are [Cl:1][C:2]1[CH:3]=[C:4]([S:9]([N:12]2[CH2:19][CH2:18][CH2:17][C@H:13]2[C:14]([OH:16])=O)(=[O:11])=[O:10])[CH:5]=[C:6]([Cl:8])[CH:7]=1.C([O:22][C:23](=[O:33])[C@H:24]([CH2:26][C:27]1[CH:32]=[CH:31][CH:30]=[CH:29][CH:28]=1)[NH2:25])C. No catalyst specified. The product is [Cl:8][C:6]1[CH:5]=[C:4]([S:9]([N:12]2[CH2:19][CH2:18][CH2:17][C@H:13]2[C:14]([NH:25][C@H:24]([C:23]([OH:33])=[O:22])[CH2:26][C:27]2[CH:32]=[CH:31][CH:30]=[CH:29][CH:28]=2)=[O:16])(=[O:10])=[O:11])[CH:3]=[C:2]([Cl:1])[CH:7]=1. The yield is 0.450. (2) The reactants are Cl[C:2]1[CH:7]=[CH:6][CH:5]=[CH:4][N:3]=1.[NH:8]1[CH2:13][CH2:12][CH:11]([NH:14][C:15](=[O:21])[O:16][C:17]([CH3:20])([CH3:19])[CH3:18])[CH2:10][CH2:9]1.CCOC(C)=O. The catalyst is CS(C)=O. The product is [N:3]1[CH:4]=[CH:5][CH:6]=[CH:7][C:2]=1[N:8]1[CH2:9][CH2:10][CH:11]([NH:14][C:15](=[O:21])[O:16][C:17]([CH3:19])([CH3:18])[CH3:20])[CH2:12][CH2:13]1. The yield is 0.270. (3) The reactants are C(NC(C)C)(C)C.C([Li])CCC.[C:13]([O:17][C:18]([NH:20][C@@H:21]([CH2:26][C:27]1[CH:32]=[CH:31][CH:30]=[CH:29][CH:28]=1)[C:22]([O:24]C)=O)=[O:19])([CH3:16])([CH3:15])[CH3:14].[Br:33][CH2:34][Br:35].Cl. The catalyst is O1CCCC1. The product is [CH2:26]([C@H:21]([NH:20][C:18](=[O:19])[O:17][C:13]([CH3:14])([CH3:15])[CH3:16])[C:22](=[O:24])[CH:34]([Br:35])[Br:33])[C:27]1[CH:32]=[CH:31][CH:30]=[CH:29][CH:28]=1. The yield is 0.190. (4) The reactants are Cl.[Cl:2][C:3]1[CH:15]=[CH:14][CH:13]=[CH:12][C:4]=1[O:5][CH:6]1[CH2:11][CH2:10][NH:9][CH2:8][CH2:7]1.Br[CH2:17][CH2:18][CH:19]=[C:20]1[C:26]2[CH:27]=[CH:28][CH:29]=[N:30][C:25]=2[CH2:24][O:23][C:22]2[CH:31]=[CH:32][C:33]([C:35]([OH:38])([CH3:37])[CH3:36])=[CH:34][C:21]1=2.C(=O)([O-])[O-].[K+].[K+]. The catalyst is C(#N)C.O. The product is [Cl:2][C:3]1[CH:15]=[CH:14][CH:13]=[CH:12][C:4]=1[O:5][CH:6]1[CH2:11][CH2:10][N:9]([CH2:17][CH2:18][CH:19]=[C:20]2[C:26]3[CH:27]=[CH:28][CH:29]=[N:30][C:25]=3[CH2:24][O:23][C:22]3[CH:31]=[CH:32][C:33]([C:35]([OH:38])([CH3:37])[CH3:36])=[CH:34][C:21]2=3)[CH2:8][CH2:7]1. The yield is 0.680. (5) The reactants are [N:1]([C@:4]1([CH2:36][O:37]C(=O)C2C=CC=CC=2)[O:8][C@@:7]([CH3:17])([N:9]2[CH:16]=[CH:15][C:13](=[O:14])[NH:12][C:10]2=[O:11])[C@:6](C(=O)C2C=CC=CC=2)([OH:18])[C@:5]1(C(=O)C1C=CC=CC=1)[OH:27])=[N+:2]=[N-:3]. The catalyst is N. The product is [N:1]([C@:4]1([CH2:36][OH:37])[O:8][C@@:7]([CH3:17])([N:9]2[CH:16]=[CH:15][C:13](=[O:14])[NH:12][C:10]2=[O:11])[C@H:6]([OH:18])[C@@H:5]1[OH:27])=[N+:2]=[N-:3]. The yield is 0.460.